From a dataset of Catalyst prediction with 721,799 reactions and 888 catalyst types from USPTO. Predict which catalyst facilitates the given reaction. (1) Reactant: [C:1]([C:3]1[CH:4]=[C:5]([CH:29]=[CH:30][CH:31]=1)[O:6][C:7]1[N:12]=[C:11]([O:13][C:14]2[CH:15]=[C:16]([CH:22]=[C:23]([OH:25])[CH:24]=2)[C:17]([O:19][CH2:20][CH3:21])=[O:18])[C:10]([F:26])=[C:9]([CH3:27])[C:8]=1[F:28])#[N:2].[C:32](=O)([O-])[O-].[Cs+].[Cs+].IC. Product: [C:1]([C:3]1[CH:4]=[C:5]([CH:29]=[CH:30][CH:31]=1)[O:6][C:7]1[N:12]=[C:11]([O:13][C:14]2[CH:15]=[C:16]([CH:22]=[C:23]([O:25][CH3:32])[CH:24]=2)[C:17]([O:19][CH2:20][CH3:21])=[O:18])[C:10]([F:26])=[C:9]([CH3:27])[C:8]=1[F:28])#[N:2]. The catalyst class is: 10. (2) Reactant: [F:1][C:2]([F:32])([F:31])[C:3]1([CH2:6][N:7]2[CH2:12][CH2:11][CH:10]([CH2:13][O:14][C:15]3[N:20]=[CH:19][C:18]([C:21]4[CH:30]=[CH:29][C:24]([C:25]([O:27]C)=[O:26])=[CH:23][CH:22]=4)=[CH:17][CH:16]=3)[CH2:9][CH2:8]2)[CH2:5][CH2:4]1.O[Li].O. Product: [F:32][C:2]([F:1])([F:31])[C:3]1([CH2:6][N:7]2[CH2:12][CH2:11][CH:10]([CH2:13][O:14][C:15]3[N:20]=[CH:19][C:18]([C:21]4[CH:30]=[CH:29][C:24]([C:25]([OH:27])=[O:26])=[CH:23][CH:22]=4)=[CH:17][CH:16]=3)[CH2:9][CH2:8]2)[CH2:5][CH2:4]1. The catalyst class is: 20. (3) Product: [Cl:5][C:6]1[N:7]=[C:8]([CH3:15])[CH:9]=[C:10]2[CH:2]=[CH:1][NH:12][C:11]=12. The catalyst class is: 1. Reactant: [CH:1]([Mg]Br)=[CH2:2].[Cl:5][C:6]1[C:11]([N+:12]([O-])=O)=[CH:10][CH:9]=[C:8]([CH3:15])[N:7]=1.C(=O)=O.[Cl-].[NH4+]. (4) Reactant: Br[C:2]1[CH:3]=[C:4]([N:8]2[CH2:13][CH2:12][O:11][CH:10]([C:14]([N:16]([CH3:18])[CH3:17])=[O:15])[CH2:9]2)[CH:5]=[CH:6][CH:7]=1.[B:19]1([B:19]2[O:23][C:22]([CH3:25])([CH3:24])[C:21]([CH3:27])([CH3:26])[O:20]2)[O:23][C:22]([CH3:25])([CH3:24])[C:21]([CH3:27])([CH3:26])[O:20]1.C(Cl)Cl.C([O-])(=O)C.[K+]. Product: [CH3:17][N:16]([CH3:18])[C:14]([CH:10]1[O:11][CH2:12][CH2:13][N:8]([C:4]2[CH:5]=[CH:6][CH:7]=[C:2]([B:19]3[O:23][C:22]([CH3:25])([CH3:24])[C:21]([CH3:27])([CH3:26])[O:20]3)[CH:3]=2)[CH2:9]1)=[O:15]. The catalyst class is: 800. (5) Reactant: [CH2:1]([O:3][C:4]1[C:13]([CH:14]=[CH2:15])=[CH:12][CH:11]=[C:10]([NH:16][S:17]([C:20]2[CH:25]=[CH:24][C:23]([F:26])=[CH:22][CH:21]=2)(=[O:19])=[O:18])[C:5]=1[C:6]([O:8][CH3:9])=[O:7])[CH3:2]. Product: [CH2:1]([O:3][C:4]1[C:13]([CH2:14][CH3:15])=[CH:12][CH:11]=[C:10]([NH:16][S:17]([C:20]2[CH:25]=[CH:24][C:23]([F:26])=[CH:22][CH:21]=2)(=[O:18])=[O:19])[C:5]=1[C:6]([O:8][CH3:9])=[O:7])[CH3:2]. The catalyst class is: 19. (6) Reactant: [C:1]([NH:4][C:5]1[CH:10]=[CH:9][CH:8]=[CH:7][C:6]=1[OH:11])(=[O:3])[CH3:2].C(=O)([O-])[O-].[Cs+].[Cs+].CC1C=CC(S(O[CH2:29][C@@:30]2([CH3:33])[CH2:32][O:31]2)(=O)=O)=CC=1. Product: [CH3:29][C@:30]1([CH2:33][O:11][C:6]2[CH:7]=[CH:8][CH:9]=[CH:10][C:5]=2[NH:4][C:1](=[O:3])[CH3:2])[CH2:32][O:31]1. The catalyst class is: 3. (7) Product: [N:10]1([C:6]2[CH:5]=[C:4]([N:3]([C:18]3[CH:23]=[CH:22][C:21]([N+:24]([O-:26])=[O:25])=[CH:20][N:19]=3)[CH:1]=[O:2])[CH:9]=[CH:8][CH:7]=2)[CH:14]=[CH:13][N:12]=[CH:11]1. The catalyst class is: 42. Reactant: [CH:1]([NH:3][C:4]1[CH:9]=[CH:8][CH:7]=[C:6]([N:10]2[CH:14]=[CH:13][N:12]=[CH:11]2)[CH:5]=1)=[O:2].[H-].[Na+].Cl[C:18]1[CH:23]=[CH:22][C:21]([N+:24]([O-:26])=[O:25])=[CH:20][N:19]=1.O. (8) Reactant: [C:1]([C:4]1[CH:15]=[CH:14][C:7]([CH:8]=[N:9][NH:10][C:11](=[S:13])[NH2:12])=[C:6]([NH2:16])[CH:5]=1)(=[O:3])[CH3:2].Br[CH2:18][C:19]([C:21]1[CH:26]=[CH:25][C:24]([O:27][CH3:28])=[CH:23][CH:22]=1)=O. Product: [NH2:16][C:6]1[CH:5]=[C:4]([C:1](=[O:3])[CH3:2])[CH:15]=[CH:14][C:7]=1[CH:8]=[N:9][NH:10][C:11]1[S:13][CH:18]=[C:19]([C:21]2[CH:26]=[CH:25][C:24]([O:27][CH3:28])=[CH:23][CH:22]=2)[N:12]=1. The catalyst class is: 1. (9) Reactant: Cl[C:2]1[CH:11]=[C:10]2[C:5]([CH:6]=[C:7]([C:29]3[C:34]([Cl:35])=[C:33]([O:36][CH3:37])[CH:32]=[C:31]([O:38][CH3:39])[C:30]=3[Cl:40])[C:8](=[O:28])[N:9]2[CH2:12][CH2:13][CH2:14][N:15]2[CH2:20][CH2:19][N:18]([C:21]([O:23][C:24]([CH3:27])([CH3:26])[CH3:25])=[O:22])[CH2:17][CH2:16]2)=[CH:4][N:3]=1.[CH3:41][NH2:42]. Product: [Cl:35][C:34]1[C:33]([O:36][CH3:37])=[CH:32][C:31]([O:38][CH3:39])=[C:30]([Cl:40])[C:29]=1[C:7]1[C:8](=[O:28])[N:9]([CH2:12][CH2:13][CH2:14][N:15]2[CH2:16][CH2:17][N:18]([C:21]([O:23][C:24]([CH3:25])([CH3:26])[CH3:27])=[O:22])[CH2:19][CH2:20]2)[C:10]2[C:5]([CH:6]=1)=[CH:4][N:3]=[C:2]([NH:42][CH3:41])[CH:11]=2. The catalyst class is: 16.